From a dataset of Catalyst prediction with 721,799 reactions and 888 catalyst types from USPTO. Predict which catalyst facilitates the given reaction. (1) Reactant: [C:1]([O:5][C:6]([N:8]1[CH2:12][CH:11]=[C:10]([C:13]2[S:14][CH:15]=[CH:16][CH:17]=2)[CH2:9]1)=[O:7])([CH3:4])([CH3:3])[CH3:2]. Product: [C:1]([O:5][C:6]([N:8]1[CH2:12][CH2:11][CH:10]([C:13]2[S:14][CH:15]=[CH:16][CH:17]=2)[CH2:9]1)=[O:7])([CH3:4])([CH3:2])[CH3:3]. The catalyst class is: 19. (2) Reactant: [Br:1][C:2]1[C:11]2[C:6](=[CH:7][CH:8]=[CH:9][CH:10]=2)[C:5]([NH2:12])=[CH:4][CH:3]=1.N1([C:18](N2C=CN=C2)=[S:19])C=CN=C1. Product: [Br:1][C:2]1[C:11]2[C:6](=[CH:7][CH:8]=[CH:9][CH:10]=2)[C:5]([N:12]=[C:18]=[S:19])=[CH:4][CH:3]=1. The catalyst class is: 4. (3) Reactant: [CH3:1][C:2]1([CH3:13])[C:6]2[C:7]([O:11]C)=[CH:8][CH:9]=[CH:10][C:5]=2[O:4][CH2:3]1.B(Br)(Br)Br.O. Product: [CH3:1][C:2]1([CH3:13])[C:6]2=[C:7]([OH:11])[CH:8]=[CH:9][CH:10]=[C:5]2[O:4][CH2:3]1. The catalyst class is: 4. (4) Reactant: Cl.C(N=C=NCCCN(C)C)C.C(N(C(C)C)CC)(C)C.[Cl:22][C:23]1[CH:31]=[CH:30][C:26]([C:27]([OH:29])=O)=[CH:25][C:24]=1[O:32][CH3:33].O.ON1C2C=CC=CC=2N=N1.[NH2:45][CH2:46][CH:47]1[CH2:52][CH2:51][N:50]([C:53]([O:55][C:56]([CH3:59])([CH3:58])[CH3:57])=[O:54])[CH2:49][CH2:48]1. Product: [Cl:22][C:23]1[CH:31]=[CH:30][C:26]([C:27]([NH:45][CH2:46][CH:47]2[CH2:52][CH2:51][N:50]([C:53]([O:55][C:56]([CH3:59])([CH3:58])[CH3:57])=[O:54])[CH2:49][CH2:48]2)=[O:29])=[CH:25][C:24]=1[O:32][CH3:33]. The catalyst class is: 4. (5) Reactant: [F:1][C:2]1([F:35])[CH2:8][N:7]([CH2:9][CH2:10][C:11]2[CH:16]=[CH:15][CH:14]=[CH:13][CH:12]=2)[C:6]2[N:17]=[C:18]([NH:21][C:22]3[CH:30]=[CH:29][C:25]([C:26](O)=[O:27])=[CH:24][C:23]=3[O:31][CH3:32])[N:19]=[CH:20][C:5]=2[N:4]([CH3:33])[C:3]1=[O:34].C(N(C(C)C)C(C)C)C.[CH3:45][N:46]([CH3:51])[CH2:47][CH2:48][CH2:49][NH2:50]. Product: [F:35][C:2]1([F:1])[CH2:8][N:7]([CH2:9][CH2:10][C:11]2[CH:16]=[CH:15][CH:14]=[CH:13][CH:12]=2)[C:6]2[N:17]=[C:18]([NH:21][C:22]3[CH:30]=[CH:29][C:25]([C:26]([NH:50][CH2:49][CH2:48][CH2:47][N:46]([CH3:51])[CH3:45])=[O:27])=[CH:24][C:23]=3[O:31][CH3:32])[N:19]=[CH:20][C:5]=2[N:4]([CH3:33])[C:3]1=[O:34]. The catalyst class is: 9. (6) Reactant: Cl.[NH:2]1[CH2:7][CH2:6][CH2:5][CH:4]([CH2:8][O:9][S:10]([C:13]2[CH:18]=[CH:17][C:16]([CH3:19])=[CH:15][CH:14]=2)(=[O:12])=[O:11])[CH2:3]1.[CH2:20](I)[CH3:21].C(=O)([O-])[O-].[Na+].[Na+].C(=O)([O-])O.[Na+]. Product: [CH2:20]([N:2]1[CH2:7][CH2:6][CH2:5][CH:4]([CH2:8][O:9][S:10]([C:13]2[CH:14]=[CH:15][C:16]([CH3:19])=[CH:17][CH:18]=2)(=[O:12])=[O:11])[CH2:3]1)[CH3:21]. The catalyst class is: 10. (7) Reactant: Cl[C:2]1[CH:7]=[C:6]([Cl:8])[N:5]=[C:4]([N:9]2[C:13]3[CH:14]=[CH:15][CH:16]=[CH:17][C:12]=3[N:11]=[C:10]2[CH:18]([F:20])[F:19])[N:3]=1.Cl.[CH3:22][C@H:23]1[O:28][CH2:27][CH2:26][NH:25][C@H:24]1[CH3:29].C(=O)([O-])[O-].[K+].[K+].CN(C=O)C. Product: [Cl:8][C:6]1[CH:7]=[C:2]([N:25]2[CH2:26][CH2:27][O:28][C@@H:23]([CH3:22])[C@H:24]2[CH3:29])[N:3]=[C:4]([N:9]2[C:13]3[CH:14]=[CH:15][CH:16]=[CH:17][C:12]=3[N:11]=[C:10]2[CH:18]([F:20])[F:19])[N:5]=1. The catalyst class is: 6.